Dataset: Reaction yield outcomes from USPTO patents with 853,638 reactions. Task: Predict the reaction yield, written as a fraction of the theoretical maximum amount of product (1.0 means a 100% yield; for example, 0.34 means a 34% yield). (1) The yield is 0.950. The product is [Si:22]([O:29][C@@H:30]([CH3:58])[C@@H:31]([NH:48][C:49]1[CH:54]=[CH:53][C:52]([C:55]#[N:56])=[C:51]([Cl:57])[CH:50]=1)[C:32]1[O:47][C:36]([C:37]2[CH:38]=[CH:39][C:40]([S:43]([CH3:46])(=[O:45])=[O:44])=[CH:41][CH:42]=2)=[N:35][N:34]=1)([C:25]([CH3:26])([CH3:28])[CH3:27])([CH3:24])[CH3:23]. The reactants are C1(P(C2C=CC=CC=2)C2C=CC=CC=2)C=CC=CC=1.II.[Si:22]([O:29][C@@H:30]([CH3:58])[C@@H:31]([NH:48][C:49]1[CH:54]=[CH:53][C:52]([C:55]#[N:56])=[C:51]([Cl:57])[CH:50]=1)[C:32]([NH:34][NH:35][C:36](=[O:47])[C:37]1[CH:42]=[CH:41][C:40]([S:43]([CH3:46])(=[O:45])=[O:44])=[CH:39][CH:38]=1)=O)([C:25]([CH3:28])([CH3:27])[CH3:26])([CH3:24])[CH3:23]. The catalyst is C(Cl)Cl. (2) The reactants are [CH2:1]([O:8][C:9]1[C:14](=[O:15])[N:13]([CH3:16])[C:12]([CH:17]2[CH2:21][CH2:20][CH2:19][CH2:18]2)=[N:11][C:10]=1[C:22]([O:24]CC)=[O:23])[C:2]1[CH:7]=[CH:6][CH:5]=[CH:4][CH:3]=1.O[Li].O. The catalyst is C1COCC1.O. The product is [CH2:1]([O:8][C:9]1[C:14](=[O:15])[N:13]([CH3:16])[C:12]([CH:17]2[CH2:21][CH2:20][CH2:19][CH2:18]2)=[N:11][C:10]=1[C:22]([OH:24])=[O:23])[C:2]1[CH:3]=[CH:4][CH:5]=[CH:6][CH:7]=1. The yield is 0.970. (3) The product is [Cl:33][C:30]1[CH:31]=[CH:32][C:27]([C:22]2[CH:23]=[C:24]([CH3:26])[N:25]=[C:20]([C:16]3[CH:15]=[C:14]([C:11]4[S:10][C:9]([S:6]([NH2:5])(=[O:7])=[O:8])=[CH:13][CH:12]=4)[CH:19]=[CH:18][CH:17]=3)[N:21]=2)=[CH:28][C:29]=1[CH3:34]. The yield is 0.200. The catalyst is ClCCl. The reactants are C([NH:5][S:6]([C:9]1[S:10][C:11]([C:14]2[CH:19]=[CH:18][CH:17]=[C:16]([C:20]3[N:25]=[C:24]([CH3:26])[CH:23]=[C:22]([C:27]4[CH:32]=[CH:31][C:30]([Cl:33])=[C:29]([CH3:34])[CH:28]=4)[N:21]=3)[CH:15]=2)=[CH:12][CH:13]=1)(=[O:8])=[O:7])(C)(C)C.C(O)(C(F)(F)F)=O. (4) The reactants are [CH:1]1([CH2:6][CH:7]([C:11]2[CH:16]=[CH:15][C:14]([C:17]([F:20])([F:19])[F:18])=[CH:13][CH:12]=2)[C:8]([OH:10])=O)[CH2:5][CH2:4][CH2:3][CH2:2]1.C(Cl)(=O)C(Cl)=O.[NH2:27][C:28]1[S:29][CH:30]=[CH:31][N:32]=1.C(N(CC)C(C)C)(C)C. The catalyst is C(Cl)Cl.CN(C)C=O.O1CCCC1. The product is [CH:1]1([CH2:6][CH:7]([C:11]2[CH:16]=[CH:15][C:14]([C:17]([F:20])([F:19])[F:18])=[CH:13][CH:12]=2)[C:8]([NH:27][C:28]2[S:29][CH:30]=[CH:31][N:32]=2)=[O:10])[CH2:2][CH2:3][CH2:4][CH2:5]1. The yield is 0.533.